This data is from NCI-60 drug combinations with 297,098 pairs across 59 cell lines. The task is: Regression. Given two drug SMILES strings and cell line genomic features, predict the synergy score measuring deviation from expected non-interaction effect. (1) Drug 1: CCC1=C2CN3C(=CC4=C(C3=O)COC(=O)C4(CC)O)C2=NC5=C1C=C(C=C5)O. Drug 2: C1CNP(=O)(OC1)N(CCCl)CCCl. Cell line: UO-31. Synergy scores: CSS=28.8, Synergy_ZIP=-5.64, Synergy_Bliss=3.64, Synergy_Loewe=-15.1, Synergy_HSA=1.87. (2) Cell line: OVCAR-5. Synergy scores: CSS=8.64, Synergy_ZIP=-5.58, Synergy_Bliss=-0.614, Synergy_Loewe=-13.4, Synergy_HSA=-2.19. Drug 1: CC12CCC3C(C1CCC2O)C(CC4=C3C=CC(=C4)O)CCCCCCCCCS(=O)CCCC(C(F)(F)F)(F)F. Drug 2: CCN(CC)CCCC(C)NC1=C2C=C(C=CC2=NC3=C1C=CC(=C3)Cl)OC. (3) Drug 1: C1CCN(CC1)CCOC2=CC=C(C=C2)C(=O)C3=C(SC4=C3C=CC(=C4)O)C5=CC=C(C=C5)O. Drug 2: CN1CCC(CC1)COC2=C(C=C3C(=C2)N=CN=C3NC4=C(C=C(C=C4)Br)F)OC. Cell line: UACC-257. Synergy scores: CSS=22.9, Synergy_ZIP=2.54, Synergy_Bliss=8.80, Synergy_Loewe=4.91, Synergy_HSA=6.61. (4) Drug 1: COC1=NC(=NC2=C1N=CN2C3C(C(C(O3)CO)O)O)N. Drug 2: N.N.Cl[Pt+2]Cl. Cell line: U251. Synergy scores: CSS=51.8, Synergy_ZIP=1.65, Synergy_Bliss=0.307, Synergy_Loewe=-19.5, Synergy_HSA=1.81. (5) Drug 1: CN1C(=O)N2C=NC(=C2N=N1)C(=O)N. Drug 2: C(CN)CNCCSP(=O)(O)O. Cell line: DU-145. Synergy scores: CSS=1.63, Synergy_ZIP=4.76, Synergy_Bliss=8.58, Synergy_Loewe=3.55, Synergy_HSA=1.35. (6) Drug 1: CC(C1=C(C=CC(=C1Cl)F)Cl)OC2=C(N=CC(=C2)C3=CN(N=C3)C4CCNCC4)N. Drug 2: C1=C(C(=O)NC(=O)N1)N(CCCl)CCCl. Cell line: K-562. Synergy scores: CSS=63.6, Synergy_ZIP=5.68, Synergy_Bliss=4.94, Synergy_Loewe=2.13, Synergy_HSA=5.95. (7) Drug 1: C1=C(C(=O)NC(=O)N1)F. Drug 2: CCN(CC)CCNC(=O)C1=C(NC(=C1C)C=C2C3=C(C=CC(=C3)F)NC2=O)C. Cell line: TK-10. Synergy scores: CSS=18.8, Synergy_ZIP=2.77, Synergy_Bliss=0.903, Synergy_Loewe=-1.77, Synergy_HSA=-1.09.